This data is from Full USPTO retrosynthesis dataset with 1.9M reactions from patents (1976-2016). The task is: Predict the reactants needed to synthesize the given product. (1) Given the product [Cl:34][C:12]1[C:13]([N:16]2[CH2:33][CH2:32][CH2:31][C@:18]3([C:22](=[O:23])[N:21]([CH:24]4[CH2:25][CH2:26][CH:27]([OH:30])[CH2:28][CH2:29]4)[CH2:20][CH2:19]3)[CH2:17]2)=[N:14][CH:15]=[C:10]([N:9]2[CH2:7][CH2:1][CH2:2][O:3][C:4]2=[O:5])[CH:11]=1, predict the reactants needed to synthesize it. The reactants are: [CH2:1]([CH2:7]Cl)[CH2:2][O:3][C:4](Cl)=[O:5].[NH2:9][C:10]1[CH:11]=[C:12]([Cl:34])[C:13]([N:16]2[CH2:33][CH2:32][CH2:31][C@:18]3([C:22](=[O:23])[N:21]([C@H:24]4[CH2:29][CH2:28][C@H:27]([OH:30])[CH2:26][CH2:25]4)[CH2:20][CH2:19]3)[CH2:17]2)=[N:14][CH:15]=1.CC(C)([O-])C.[K+].C(O)(C(F)(F)F)=O. (2) Given the product [NH2:1][C:4]1[CH:5]=[C:6]([CH:10]=[C:11]([C:13]([F:16])([F:15])[F:14])[CH:12]=1)[C:7]([N:18]1[CH2:17][CH2:33][CH:32]([OH:35])[CH2:31][CH2:21]1)=[O:9], predict the reactants needed to synthesize it. The reactants are: [N+:1]([C:4]1[CH:5]=[C:6]([CH:10]=[C:11]([C:13]([F:16])([F:15])[F:14])[CH:12]=1)[C:7]([OH:9])=O)([O-])=O.[CH3:17][N:18]([CH3:21])C=O.C(Cl)(=O)C(Cl)=O.NC1C[CH2:33][CH:32]([OH:35])[CH2:31]C1. (3) Given the product [Br:11][C:10]1[C:4]2[C:5](=[CH:6][N:7]=[C:2]([Cl:1])[CH:3]=2)[NH:8][CH:9]=1, predict the reactants needed to synthesize it. The reactants are: [Cl:1][C:2]1[CH:3]=[C:4]2[CH:10]=[CH:9][NH:8][C:5]2=[CH:6][N:7]=1.[Br:11]Br. (4) The reactants are: [NH:1]1[CH:5]=[C:4]([C:6]2[C:7]([C:12]3[CH:17]=[CH:16][CH:15]=[CH:14][CH:13]=3)=[N:8][O:9][C:10]=2[CH3:11])[N:3]=[CH:2]1.CN(CCN(C)C)C.[F:26][C:27]1[CH:32]=[CH:31][C:30](B(O)O)=[CH:29][CH:28]=1.N. Given the product [F:26][C:27]1[CH:32]=[CH:31][C:30]([N:1]2[CH:5]=[C:4]([C:6]3[C:7]([C:12]4[CH:13]=[CH:14][CH:15]=[CH:16][CH:17]=4)=[N:8][O:9][C:10]=3[CH3:11])[N:3]=[CH:2]2)=[CH:29][CH:28]=1, predict the reactants needed to synthesize it. (5) Given the product [CH2:21]([O:18][C:15]1[CH:14]=[CH:13][C:12]([CH2:11][NH:10][C:8](=[O:9])[C:7]2[CH:6]=[CH:5][CH:4]=[N:3][C:2]=2[NH2:1])=[CH:17][CH:16]=1)[CH2:22][CH2:23][CH2:24][CH2:25][CH2:26][CH3:27], predict the reactants needed to synthesize it. The reactants are: [NH2:1][C:2]1[C:7]([C:8]([NH:10][CH2:11][C:12]2[CH:17]=[CH:16][C:15]([O-:18])=[CH:14][CH:13]=2)=[O:9])=[CH:6][CH:5]=[CH:4][N:3]=1.[Na+].Br[CH2:21][CH2:22][CH2:23][CH2:24][CH2:25][CH2:26][CH3:27].C(=O)([O-])[O-].[Cs+].[Cs+].CN(C=O)C.